This data is from Retrosynthesis with 50K atom-mapped reactions and 10 reaction types from USPTO. The task is: Predict the reactants needed to synthesize the given product. Given the product COc1ccc(Cc2c(C)cc(NC(=O)C(=O)O)cc2C)cc1Cc1ccc(F)cc1, predict the reactants needed to synthesize it. The reactants are: CCOC(=O)C(=O)Nc1cc(C)c(Cc2ccc(OC)c(Cc3ccc(F)cc3)c2)c(C)c1.